From a dataset of Experimentally validated miRNA-target interactions with 360,000+ pairs, plus equal number of negative samples. Binary Classification. Given a miRNA mature sequence and a target amino acid sequence, predict their likelihood of interaction. (1) The miRNA is hsa-miR-1207-3p with sequence UCAGCUGGCCCUCAUUUC. The protein sequence of the target gene is MGPRNPSPDHLSESESEEEENISYLNESSGEEWDSSEEEDSMVPNLSPLESLAWQVKCLLKYSTTWKPLNPNSWLYHAKLLDPSTPVHILREIGLRLSHCSHCVPKLEPIPEWPPLASCGVPPFQKPLTSPSRLSRDHATLNGALQFATKQLSRTLSRATPIPEYLKQIPNSCVSGCCCGWLTKTVKETTRTEPINTTYSYTDFQKAVNKLLTASL. Result: 1 (interaction). (2) The miRNA is hsa-miR-5188 with sequence AAUCGGACCCAUUUAAACCGGAG. The protein sequence of the target gene is MSSKDFFACGHSGHWARGCPRGGAGGRRGGGHGRGSQCGSTTLSYTCYCCGESGRNAKNCVLLGNICYNCGRSGHIAKDCKDPKRERRQHCYTCGRLGHLARDCDRQKEQKCYSCGKLGHIQKDCAQVKCYRCGEIGHVAINCSKARPGQLLPLRQIPTSSQGMSQ. Result: 0 (no interaction).